From a dataset of Forward reaction prediction with 1.9M reactions from USPTO patents (1976-2016). Predict the product of the given reaction. Given the reactants C1C=C(Cl)C=C(C(OO)=[O:9])C=1.[OH:12][C@@H:13]1[C@@H:18]([CH3:19])[CH2:17][N:16]([C:20]2[C:25]([N+:26]([O-:28])=[O:27])=[CH:24][N:23]=[C:22]3[CH2:29][CH2:30][CH2:31][C:21]=23)[CH2:15][C@H:14]1[NH:32][C:33](=[O:39])[O:34][C:35]([CH3:38])([CH3:37])[CH3:36], predict the reaction product. The product is: [OH:12][C@@H:13]1[C@@H:18]([CH3:19])[CH2:17][N:16]([C:20]2[C:25]([N+:26]([O-:28])=[O:27])=[CH:24][N+:23]([O-:9])=[C:22]3[CH2:29][CH2:30][CH2:31][C:21]=23)[CH2:15][C@H:14]1[NH:32][C:33](=[O:39])[O:34][C:35]([CH3:38])([CH3:37])[CH3:36].